This data is from Forward reaction prediction with 1.9M reactions from USPTO patents (1976-2016). The task is: Predict the product of the given reaction. The product is: [CH3:12][O:13][CH2:14][CH2:15][NH:16][S:8]([CH2:7][C:1]1[CH:6]=[CH:5][CH:4]=[CH:3][CH:2]=1)(=[O:10])=[O:9]. Given the reactants [C:1]1([CH2:7][S:8](Cl)(=[O:10])=[O:9])[CH:6]=[CH:5][CH:4]=[CH:3][CH:2]=1.[CH3:12][O:13][CH2:14][CH2:15][NH2:16], predict the reaction product.